From a dataset of Catalyst prediction with 721,799 reactions and 888 catalyst types from USPTO. Predict which catalyst facilitates the given reaction. Reactant: [NH2:1][C:2]1[CH:9]=[CH:8][C:5]([CH:6]=[O:7])=[C:4]([C:10]([F:13])([F:12])[F:11])[CH:3]=1.C(N(CC)CC)C.[Br:21][C:22]1[CH:23]=[C:24]([CH:28]=[CH:29][C:30]=1[CH3:31])[C:25](Cl)=[O:26]. Product: [Br:21][C:22]1[CH:23]=[C:24]([CH:28]=[CH:29][C:30]=1[CH3:31])[C:25]([NH:1][C:2]1[CH:9]=[CH:8][C:5]([CH:6]=[O:7])=[C:4]([C:10]([F:11])([F:12])[F:13])[CH:3]=1)=[O:26]. The catalyst class is: 4.